This data is from Forward reaction prediction with 1.9M reactions from USPTO patents (1976-2016). The task is: Predict the product of the given reaction. (1) Given the reactants [CH3:1][O:2][C:3]1[CH:10]=[CH:9][C:6]([CH:7]=O)=[C:5]([N+:11]([O-:13])=[O:12])[C:4]=1[N+:14]([O-:16])=[O:15].[Br-].[CH3:18][O:19][C:20]1[CH:21]=[C:22]([CH:43]=[C:44]([O:48][CH3:49])[C:45]=1[O:46][CH3:47])[CH2:23][P+](C1C=CC=CC=1)(C1C=CC=CC=1)C1C=CC=CC=1.[H-].[Na+], predict the reaction product. The product is: [N+:11]([C:5]1[C:4]([N+:14]([O-:16])=[O:15])=[C:3]([O:2][CH3:1])[CH:10]=[CH:9][C:6]=1/[CH:7]=[CH:23]\[C:22]1[CH:43]=[C:44]([O:48][CH3:49])[C:45]([O:46][CH3:47])=[C:20]([O:19][CH3:18])[CH:21]=1)([O-:13])=[O:12]. (2) Given the reactants [OH:1][CH2:2][CH2:3][CH2:4][CH2:5][C:6]1[O:10][N:9]=[C:8]([C:11]([O:13][CH2:14][CH3:15])=[O:12])[CH:7]=1.[C:16]1(P([C:16]2[CH:21]=[CH:20][CH:19]=[CH:18][CH:17]=2)[C:16]2[CH:21]=[CH:20][CH:19]=[CH:18][CH:17]=2)[CH:21]=[CH:20][CH:19]=[CH:18][CH:17]=1.C1(O)C=CC=CC=1.N(C(OCC)=O)=NC(OCC)=O.Cl, predict the reaction product. The product is: [O:1]([CH2:2][CH2:3][CH2:4][CH2:5][C:6]1[O:10][N:9]=[C:8]([C:11]([O:13][CH2:14][CH3:15])=[O:12])[CH:7]=1)[C:16]1[CH:21]=[CH:20][CH:19]=[CH:18][CH:17]=1. (3) Given the reactants [C:1]([O:9][C@@H:10]1[C@@H:22]([OH:23])[C@H:21]([O:24][C@@H:25]2[O:57][C@H:56]([CH2:58][O:59][C:60](=[O:67])[C:61]3[CH:66]=[CH:65][CH:64]=[CH:63][CH:62]=3)[C@H:46]([O:47][C:48](=[O:55])[C:49]3[CH:54]=[CH:53][CH:52]=[CH:51][CH:50]=3)[C@H:36]([O:37][C:38](=[O:45])[C:39]3[CH:44]=[CH:43][CH:42]=[CH:41][CH:40]=3)[C@H:26]2[O:27][C:28](=[O:35])[C:29]2[CH:34]=[CH:33][CH:32]=[CH:31][CH:30]=2)[CH2:20][O:19][C@H:11]1[O:12][CH2:13][CH2:14][Si:15]([CH3:18])([CH3:17])[CH3:16])(=[O:8])[C:2]1[CH:7]=[CH:6][CH:5]=[CH:4][CH:3]=1.[C:68](OC(=O)C)(=[O:70])[CH3:69], predict the reaction product. The product is: [C:68]([O:23][C@H:22]1[C@H:21]([O:24][C@@H:25]2[O:57][C@H:56]([CH2:58][O:59][C:60](=[O:67])[C:61]3[CH:66]=[CH:65][CH:64]=[CH:63][CH:62]=3)[C@H:46]([O:47][C:48](=[O:55])[C:49]3[CH:54]=[CH:53][CH:52]=[CH:51][CH:50]=3)[C@H:36]([O:37][C:38](=[O:45])[C:39]3[CH:44]=[CH:43][CH:42]=[CH:41][CH:40]=3)[C@H:26]2[O:27][C:28](=[O:35])[C:29]2[CH:34]=[CH:33][CH:32]=[CH:31][CH:30]=2)[CH2:20][O:19][C@@H:11]([O:12][CH2:13][CH2:14][Si:15]([CH3:17])([CH3:16])[CH3:18])[C@@H:10]1[O:9][C:1](=[O:8])[C:2]1[CH:3]=[CH:4][CH:5]=[CH:6][CH:7]=1)(=[O:70])[CH3:69]. (4) Given the reactants [Br:1][C:2]1[CH:17]=[CH:16][C:5]([C:6]([O:8][CH2:9][C:10]2[CH:15]=[CH:14][CH:13]=[CH:12][CH:11]=2)=[O:7])=[C:4](F)[CH:3]=1.[C:19]1([OH:25])[CH:24]=[CH:23][CH:22]=[CH:21][CH:20]=1.C(=O)([O-])[O-].[K+].[K+], predict the reaction product. The product is: [Br:1][C:2]1[CH:17]=[CH:16][C:5]([C:6]([O:8][CH2:9][C:10]2[CH:15]=[CH:14][CH:13]=[CH:12][CH:11]=2)=[O:7])=[C:4]([O:25][C:19]2[CH:24]=[CH:23][CH:22]=[CH:21][CH:20]=2)[CH:3]=1. (5) Given the reactants CN(C(ON1N=[N:16][C:11]2[CH:12]=[CH:13][CH:14]=NC1=2)=[N+](C)C)C.F[P-](F)(F)(F)(F)F.[CH3:25][C:26]1[N:27]=[C:28]([C:45]2[CH:50]=[CH:49][C:48]([C:51]([F:54])([F:53])[F:52])=[CH:47][CH:46]=2)[S:29][C:30]=1[CH2:31][NH:32][C:33]1[CH:38]=[CH:37][C:36]([C@@H:39]2[CH2:41][C@H:40]2[C:42](O)=[O:43])=[CH:35][CH:34]=1.C1(N)CCC1.C([O-])(O)=O.[Na+], predict the reaction product. The product is: [CH:11]1([NH:16][C:42]([C@@H:40]2[CH2:41][C@H:39]2[C:36]2[CH:37]=[CH:38][C:33]([NH:32][CH2:31][C:30]3[S:29][C:28]([C:45]4[CH:50]=[CH:49][C:48]([C:51]([F:52])([F:54])[F:53])=[CH:47][CH:46]=4)=[N:27][C:26]=3[CH3:25])=[CH:34][CH:35]=2)=[O:43])[CH2:12][CH2:13][CH2:14]1. (6) Given the reactants [S:1](=[O:30])(=[O:29])([O:3][CH2:4][C@@H:5]1[CH2:9][C@@H:8]([N:10]2[C:14]3[N:15]=[CH:16][N:17]=[C:18]([NH:19][C@@H:20]4[C:28]5[C:23](=[CH:24][CH:25]=[CH:26][CH:27]=5)[CH2:22][CH2:21]4)[C:13]=3[CH:12]=[CH:11]2)[CH:7]=[CH:6]1)[NH2:2], predict the reaction product. The product is: [S:1](=[O:30])(=[O:29])([O:3][CH2:4][C@H:5]1[CH2:6][CH2:7][C@H:8]([N:10]2[C:14]3[N:15]=[CH:16][N:17]=[C:18]([NH:19][C@@H:20]4[C:28]5[C:23](=[CH:24][CH:25]=[CH:26][CH:27]=5)[CH2:22][CH2:21]4)[C:13]=3[CH:12]=[CH:11]2)[CH2:9]1)[NH2:2]. (7) Given the reactants CN(C(ON1N=NC2C=CC=CC1=2)=[N+](C)C)C.[B-](F)(F)(F)F.CN1CCOCC1.Cl.[CH3:31][O:32][C:33]1[C:38]([CH3:39])=[CH:37][C:36]([CH:40]2[CH2:45][N:44]3[CH:46]=[C:47]([C:49]([OH:51])=O)[N:48]=[C:43]3[CH2:42][CH2:41]2)=[CH:35][C:34]=1[CH3:52].[C:53]1([CH:59]([N:66]2[CH2:71][CH2:70][NH:69][CH2:68][CH2:67]2)[C:60]2[CH:65]=[CH:64][CH:63]=[CH:62][CH:61]=2)[CH:58]=[CH:57][CH:56]=[CH:55][CH:54]=1, predict the reaction product. The product is: [CH:59]([N:66]1[CH2:71][CH2:70][N:69]([C:49]([C:47]2[N:48]=[C:43]3[CH2:42][CH2:41][CH:40]([C:36]4[CH:37]=[C:38]([CH3:39])[C:33]([O:32][CH3:31])=[C:34]([CH3:52])[CH:35]=4)[CH2:45][N:44]3[CH:46]=2)=[O:51])[CH2:68][CH2:67]1)([C:60]1[CH:65]=[CH:64][CH:63]=[CH:62][CH:61]=1)[C:53]1[CH:58]=[CH:57][CH:56]=[CH:55][CH:54]=1. (8) Given the reactants [CH2:1]([O:3][C:4]([N:6]1[CH2:11][CH2:10][N:9]([S:12]([C:15]2[CH:20]=[CH:19][C:18]([C:21]([C:23]3[C:32]4[C:27](=[CH:28][CH:29]=[C:30]([F:33])[CH:31]=4)[CH:26]=[C:25]([CH2:34][C:35]([O:37]CC)=[O:36])[CH:24]=3)=[O:22])=[CH:17][CH:16]=2)(=[O:14])=[O:13])[CH2:8][CH2:7]1)=[O:5])[CH3:2].O.[OH-].[Li+], predict the reaction product. The product is: [CH2:1]([O:3][C:4]([N:6]1[CH2:7][CH2:8][N:9]([S:12]([C:15]2[CH:20]=[CH:19][C:18]([C:21]([C:23]3[C:32]4[C:27](=[CH:28][CH:29]=[C:30]([F:33])[CH:31]=4)[CH:26]=[C:25]([CH2:34][C:35]([OH:37])=[O:36])[CH:24]=3)=[O:22])=[CH:17][CH:16]=2)(=[O:14])=[O:13])[CH2:10][CH2:11]1)=[O:5])[CH3:2].